Dataset: Peptide-MHC class I binding affinity with 185,985 pairs from IEDB/IMGT. Task: Regression. Given a peptide amino acid sequence and an MHC pseudo amino acid sequence, predict their binding affinity value. This is MHC class I binding data. (1) The peptide sequence is SFYADPKRFF. The MHC is HLA-A23:01 with pseudo-sequence HLA-A23:01. The binding affinity (normalized) is 0.553. (2) The peptide sequence is ARIDNYNKF. The MHC is HLA-A23:01 with pseudo-sequence HLA-A23:01. The binding affinity (normalized) is 0.353. (3) The binding affinity (normalized) is 0. The MHC is HLA-A02:06 with pseudo-sequence HLA-A02:06. The peptide sequence is SDILSGIFSNPH. (4) The peptide sequence is TVGYMYIMK. The MHC is HLA-B08:03 with pseudo-sequence HLA-B08:03. The binding affinity (normalized) is 0.0847.